Dataset: Reaction yield outcomes from USPTO patents with 853,638 reactions. Task: Predict the reaction yield, written as a fraction of the theoretical maximum amount of product (1.0 means a 100% yield; for example, 0.34 means a 34% yield). (1) The reactants are C(O[C:4](=[O:21])[C:5](=[C:11]([S:19][CH3:20])[NH:12][C:13]1[CH:18]=[CH:17][CH:16]=[CH:15][CH:14]=1)[C:6]([O:8][CH2:9][CH3:10])=[O:7])C. The catalyst is ClC1C=CC=CC=1Cl. The product is [CH2:9]([O:8][C:6]([C:5]1[C:11]([S:19][CH3:20])=[N:12][C:13]2[C:14]([C:4]=1[OH:21])=[CH:15][CH:16]=[CH:17][CH:18]=2)=[O:7])[CH3:10]. The yield is 0.350. (2) The reactants are [H-].[Na+].[CH2:3]([NH:11][S:12]([C:15]1[C:24]2[C:19](=[CH:20][CH:21]=[CH:22][CH:23]=2)[CH:18]=[CH:17][CH:16]=1)(=[O:14])=[O:13])[CH2:4][C:5]1[CH:10]=[CH:9][CH:8]=[CH:7][CH:6]=1.Br[CH2:26][CH2:27][C:28]1[C:36]2[C:31](=[CH:32][CH:33]=[CH:34][CH:35]=2)[NH:30][CH:29]=1. The catalyst is CN(C=O)C. The product is [NH:30]1[C:31]2[C:36](=[CH:35][CH:34]=[CH:33][CH:32]=2)[C:28]([CH2:27][CH2:26][N:11]([CH2:3][CH2:4][C:5]2[CH:10]=[CH:9][CH:8]=[CH:7][CH:6]=2)[S:12]([C:15]2[C:24]3[C:19](=[CH:20][CH:21]=[CH:22][CH:23]=3)[CH:18]=[CH:17][CH:16]=2)(=[O:14])=[O:13])=[CH:29]1. The yield is 0.840. (3) The reactants are [CH3:1][O:2][C:3]1[CH:4]=[C:5]2[C:10](=[CH:11][C:12]=1[O:13][CH3:14])[N:9]=[CH:8][N:7]=[C:6]2[N:15]1[CH2:24][CH2:23][C:22]2[C:17](=[CH:18][CH:19]=[C:20]([CH2:25][OH:26])[CH:21]=2)[CH2:16]1.[H-].[Na+].CI.[CH3:31]NC. The catalyst is CN(C)C(=O)C. The product is [CH3:1][O:2][C:3]1[CH:4]=[C:5]2[C:10](=[CH:11][C:12]=1[O:13][CH3:14])[N:9]=[CH:8][N:7]=[C:6]2[N:15]1[CH2:24][CH2:23][C:22]2[C:17](=[CH:18][CH:19]=[C:20]([CH2:25][O:26][CH3:31])[CH:21]=2)[CH2:16]1. The yield is 0.300. (4) The reactants are [C:1]1([S:7]([N:10]2[CH2:14][CH2:13][CH2:12][CH2:11]2)(=[O:9])=[O:8])[CH:6]=[CH:5][CH:4]=[CH:3][CH:2]=1.CCCCCC.[Li]CCCC.N1(C=O)CC[O:29][CH2:28]C1. The catalyst is C1COCC1. The product is [N:10]1([S:7]([C:1]2[CH:2]=[CH:3][CH:4]=[CH:5][C:6]=2[CH:28]=[O:29])(=[O:9])=[O:8])[CH2:11][CH2:12][CH2:13][CH2:14]1. The yield is 0.590. (5) The reactants are [NH2:1][C@H:2]([C:13]([NH:15][C:16]1[CH:21]=[CH:20][CH:19]=[CH:18][CH:17]=1)=[O:14])[CH2:3][C:4]1[C:12]2[C:7](=[CH:8][CH:9]=[CH:10][CH:11]=2)[NH:6][CH:5]=1.[NH:22]([C:47]([O:49][C:50]([CH3:53])([CH3:52])[CH3:51])=[O:48])[C@H:23]([C:39]([NH:41][C@H:42]([C:44](O)=[O:45])[CH3:43])=[O:40])[CH2:24][C:25]1[CH:30]=[CH:29][C:28]([O:31][CH2:32][C:33]2[CH:38]=[CH:37][CH:36]=[CH:35][CH:34]=2)=[CH:27][CH:26]=1.C(Cl)CCl.C1C=CC2N(O)N=NC=2C=1. The catalyst is CN(C=O)C. The product is [NH:22]([C:47]([O:49][C:50]([CH3:51])([CH3:53])[CH3:52])=[O:48])[C@H:23]([C:39]([NH:41][C@H:42]([C:44]([NH:1][C@H:2]([C:13]([NH:15][C:16]1[CH:21]=[CH:20][CH:19]=[CH:18][CH:17]=1)=[O:14])[CH2:3][C:4]1[C:12]2[C:7](=[CH:8][CH:9]=[CH:10][CH:11]=2)[NH:6][CH:5]=1)=[O:45])[CH3:43])=[O:40])[CH2:24][C:25]1[CH:30]=[CH:29][C:28]([O:31][CH2:32][C:33]2[CH:38]=[CH:37][CH:36]=[CH:35][CH:34]=2)=[CH:27][CH:26]=1. The yield is 0.310. (6) The reactants are [NH:1]1[CH2:7][CH2:6][CH2:5][CH2:4][CH2:3][CH2:2]1.CCN(C(C)C)C(C)C.N1C=CC=CC=1.S(Cl)([Cl:25])=O.C([O:30][CH2:31]C)(=O)C. The catalyst is C1(C)C=CC=CC=1. The product is [N:1]1([C:31]([Cl:25])=[O:30])[CH2:7][CH2:6][CH2:5][CH2:4][CH2:3][CH2:2]1. The yield is 0.850. (7) The reactants are [C:1]([C:5]1[CH:10]=[CH:9][C:8](/[CH:11]=[CH:12]/[C:13]([O:15][CH2:16][CH3:17])=[O:14])=[CH:7][CH:6]=1)([CH3:4])([CH3:3])[CH3:2].[N+](=[CH2:20])=[N-]. The catalyst is CCOCC.CC([O-])=O.CC([O-])=O.[Pd+2]. The product is [C:1]([C:5]1[CH:6]=[CH:7][C:8]([CH:11]2[CH2:20][CH:12]2[C:13]([O:15][CH2:16][CH3:17])=[O:14])=[CH:9][CH:10]=1)([CH3:4])([CH3:2])[CH3:3]. The yield is 0.840. (8) The reactants are [C:1]1([Mg]Br)[CH:6]=[CH:5][CH:4]=[CH:3][CH:2]=1. The catalyst is C(OCC)C. The product is [C:1]1([C:2]2[C:2]3[CH:3]=[C:4]4[C:5]([CH2:3][CH2:4][CH2:5]4)=[CH:6][C:1]=3[CH2:6][CH:1]=2)[CH:6]=[CH:5][CH:4]=[CH:3][CH:2]=1. The yield is 0.903.